Dataset: Full USPTO retrosynthesis dataset with 1.9M reactions from patents (1976-2016). Task: Predict the reactants needed to synthesize the given product. (1) Given the product [Br:1][C:2]1[CH:7]=[C:6]([CH2:8][O:9][CH:15]2[CH2:16][CH2:17][CH2:18][CH2:19][O:14]2)[CH:5]=[C:4]([Br:10])[C:3]=1[CH2:11][C:12]#[N:13], predict the reactants needed to synthesize it. The reactants are: [Br:1][C:2]1[CH:7]=[C:6]([CH2:8][OH:9])[CH:5]=[C:4]([Br:10])[C:3]=1[CH2:11][C:12]#[N:13].[O:14]1[CH:19]=[CH:18][CH2:17][CH2:16][CH2:15]1.C(=O)(O)[O-].[Na+].[Cl-].[Na+]. (2) Given the product [Cl-:18].[OH:8][CH2:9][CH2:10][CH2:11][C:12]([CH3:16])([CH3:15])[CH2:13][NH3+:14], predict the reactants needed to synthesize it. The reactants are: [Si]([O:8][CH2:9][CH2:10][CH2:11][C:12]([CH3:16])([CH3:15])[C:13]#[N:14])(C(C)(C)C)(C)C.O.[ClH:18]. (3) Given the product [Cl:1][C:2]1[CH:10]=[C:9]2[C:5]([C:6]([C:11]([OH:13])=[O:12])=[CH:7][NH:8]2)=[CH:4][C:3]=1[C:15]1[CH:16]=[CH:17][C:18]([C:21]2[CH:26]=[CH:25][CH:24]=[CH:23][C:22]=2[OH:27])=[CH:19][CH:20]=1, predict the reactants needed to synthesize it. The reactants are: [Cl:1][C:2]1[CH:10]=[C:9]2[C:5]([C:6]([C:11]([O:13]C)=[O:12])=[CH:7][NH:8]2)=[CH:4][C:3]=1[C:15]1[CH:20]=[CH:19][C:18]([C:21]2[CH:26]=[CH:25][CH:24]=[CH:23][C:22]=2[OH:27])=[CH:17][CH:16]=1.[OH-].[Na+]. (4) Given the product [CH2:2]([N:4]([C:5]1[CH:6]=[N:7][O:8][C:9]=1[CH3:10])[C:13](=[O:14])[C:12]([F:23])([F:22])[F:11])[CH3:3], predict the reactants needed to synthesize it. The reactants are: Cl.[CH2:2]([NH:4][C:5]1[CH:6]=[N:7][O:8][C:9]=1[CH3:10])[CH3:3].[F:11][C:12]([F:23])([F:22])[C:13](O[C:13](=[O:14])[C:12]([F:23])([F:22])[F:11])=[O:14]. (5) Given the product [OH:13][CH2:12][C:8]1[CH:7]=[C:6]([CH:11]=[CH:10][CH:9]=1)[O:5][CH2:4][CH:2]([OH:1])[CH2:3][NH:35][CH:32]1[CH2:33][CH2:34][N:29]([C:27]2[C:28]3[C:20]([C:14]4[CH:19]=[CH:18][CH:17]=[CH:16][CH:15]=4)=[CH:21][S:22][C:23]=3[N:24]=[CH:25][N:26]=2)[CH2:30][CH2:31]1, predict the reactants needed to synthesize it. The reactants are: [O:1]1[CH2:3][CH:2]1[CH2:4][O:5][C:6]1[CH:7]=[C:8]([CH2:12][OH:13])[CH:9]=[CH:10][CH:11]=1.[C:14]1([C:20]2[C:28]3[C:27]([N:29]4[CH2:34][CH2:33][CH:32]([NH2:35])[CH2:31][CH2:30]4)=[N:26][CH:25]=[N:24][C:23]=3[S:22][CH:21]=2)[CH:19]=[CH:18][CH:17]=[CH:16][CH:15]=1. (6) Given the product [F:1][C:2]1[CH:3]=[C:4]([C:8]([C:10]2[CH:11]=[N:12][CH:13]=[CH:14][CH:15]=2)=[O:9])[CH:5]=[CH:6][CH:7]=1, predict the reactants needed to synthesize it. The reactants are: [F:1][C:2]1[CH:3]=[C:4]([CH:8]([C:10]2[CH:11]=[N:12][CH:13]=[CH:14][CH:15]=2)[OH:9])[CH:5]=[CH:6][CH:7]=1.CN1C(C(C2C=CC=CN=2)O)=CN=C1. (7) Given the product [Cl:1][C:2]1[C:3]([S:44][C:41]2[CH:42]=[CH:43][C:38]([O:37][CH3:36])=[CH:39][CH:40]=2)=[CH:4][C:5]([F:28])=[C:6]([S:8]([N:11]([CH2:17][C:18]2[CH:23]=[CH:22][C:21]([O:24][CH3:25])=[CH:20][C:19]=2[O:26][CH3:27])[C:12]2[S:13][CH:14]=[N:15][N:16]=2)(=[O:9])=[O:10])[CH:7]=1, predict the reactants needed to synthesize it. The reactants are: [Cl:1][C:2]1[C:3](F)=[CH:4][C:5]([F:28])=[C:6]([S:8]([N:11]([CH2:17][C:18]2[CH:23]=[CH:22][C:21]([O:24][CH3:25])=[CH:20][C:19]=2[O:26][CH3:27])[C:12]2[S:13][CH:14]=[N:15][N:16]=2)(=[O:10])=[O:9])[CH:7]=1.C(=O)([O-])[O-].[K+].[K+].[CH3:36][O:37][C:38]1[CH:43]=[CH:42][C:41]([SH:44])=[CH:40][CH:39]=1. (8) The reactants are: C1(C[O:5][C:6]2[CH:14]=[CH:13][C:9]3[O:10][CH2:11][O:12][C:8]=3[C:7]=2[C:15]2[C:16]3[NH:23][CH:22]=[C:21](C(O)=O)[C:17]=3[N:18]=[CH:19][N:20]=2)CC1.CCN([CH:33]([CH3:35])[CH3:34])C(C)C.[NH2:36][C@@H:37]([C:50]([N:52]1[CH2:57][CH2:56][CH:55]([N:58]2[N:67]=[C:66]([C:68]3[CH:73]=[CH:72][C:71]([O:74][CH3:75])=[C:70]([O:76][CH3:77])[CH:69]=3)[C@@H:65]3[C@@H:60]([CH2:61][CH2:62][CH2:63][CH2:64]3)[C:59]2=[O:78])[CH2:54][CH2:53]1)=[O:51])[CH2:38][CH2:39][C:40]([O:42][CH2:43][C:44]1[CH:49]=[CH:48][CH:47]=[CH:46][CH:45]=1)=[O:41].C[CH2:80][O:81]C(C(C#N)=NOC(N1CCOCC1)=[N+](C)C)=O.F[P-](F)(F)(F)(F)F.[C:106](=O)(O)[O-].[Na+]. Given the product [CH:33]1([CH2:34][O:5][C:6]2[CH:14]=[CH:13][C:9]3[O:10][CH2:11][O:12][C:8]=3[C:7]=2[C:15]2[C:16]3[NH:23][CH:22]=[C:21]([C:80]([NH:36][C@@H:37]([C:50]([N:52]4[CH2:53][CH2:54][CH:55]([N:58]5[N:67]=[C:66]([C:68]6[CH:73]=[CH:72][C:71]([O:74][CH3:75])=[C:70]([O:76][CH3:77])[CH:69]=6)[C@@H:65]6[C@@H:60]([CH2:61][CH2:62][CH2:63][CH2:64]6)[C:59]5=[O:78])[CH2:56][CH2:57]4)=[O:51])[CH2:38][CH2:39][C:40]([O:42][CH2:43][C:44]4[CH:49]=[CH:48][CH:47]=[CH:46][CH:45]=4)=[O:41])=[O:81])[C:17]=3[N:18]=[CH:19][N:20]=2)[CH2:35][CH2:106]1, predict the reactants needed to synthesize it. (9) Given the product [Cl:1][C:2]1[N:10]=[C:9]([O:16][CH2:15][C:14]([F:18])([F:17])[F:13])[C:8]([F:12])=[CH:7][C:3]=1[C:4]([OH:6])=[O:5], predict the reactants needed to synthesize it. The reactants are: [Cl:1][C:2]1[N:10]=[C:9](Cl)[C:8]([F:12])=[CH:7][C:3]=1[C:4]([OH:6])=[O:5].[F:13][C:14]([F:18])([F:17])[CH2:15][OH:16].[OH-].[Na+].Cl.